Dataset: Full USPTO retrosynthesis dataset with 1.9M reactions from patents (1976-2016). Task: Predict the reactants needed to synthesize the given product. Given the product [CH3:20][CH:19]([NH:7][C:8]1[CH:12]=[CH:11][S:10][C:9]=1[C:13]([O:15][CH3:16])=[O:14])[CH3:21], predict the reactants needed to synthesize it. The reactants are: C(O)(=O)C.[BH4-].[Na+].[NH2:7][C:8]1[CH:12]=[CH:11][S:10][C:9]=1[C:13]([O:15][CH3:16])=[O:14].CO[C:19]([CH3:21])=[CH2:20].